This data is from Drug-target binding data from BindingDB using IC50 measurements. The task is: Regression. Given a target protein amino acid sequence and a drug SMILES string, predict the binding affinity score between them. We predict pIC50 (pIC50 = -log10(IC50 in M); higher means more potent). Dataset: bindingdb_ic50. (1) The target protein (P34978) has sequence MWLNSTSLGACFRPVNITLQERRAIASPWFAASFCALGLGSNLLALSVLAGARPGAGPRSSFLALLCGLVLTDFLGLLVTGAVVASQHAALLDWRATDPGCRLCHFMGAAMVFFGLCPLLLGAAMAAERFVGITRPFSRPAATSRRAWATVGLVWVGAGTLGLLPLLGLGRYSVQYPGSWCFLTLGAERGDVAFGLMFALLGSVSVGLSLLLNTVSVATLCRVYHAREATQRPRDCEVEMMVQLVGIMVVATVCWMPLLVFILQTLLQTLPVMSPSGQLLRTTERQLLIYLRVATWNQILDPWVYILFRRSVLRRLHPRFTSQLQAVSLHSPPTQAMLSGP. The small molecule is CC(C)c1ccc2c(CCCCCS(=O)(=O)Nc3ccc(Cl)cc3)cc(S(=O)(=O)[O-])c-2cc1. The pIC50 is 6.1. (2) The compound is CCCOc1ccccc1-c1nc2nn[nH]c2c(=O)[nH]1. The target protein (P08289) has sequence MILPFLVLAIGTCLTNSFVPEKEKDPSYWRQQAQETLKNALKLQKLNTNVAKNIIMFLGDGMGVSTVTAARILKGQLHHNTGEETRLEMDKFPFVALSKTYNTNAQVPDSAGTATAYLCGVKANEGTVGVSAATERTRCNTTQGNEVTSILRWAKDAGKSVGIVTTTRVNHATPSAAYAHSADRDWYSDNEMPPEALSQGCKDIAYQLMHNIKDIDVIMGGGRKYMYPKNRTDVEYELDEKARGTRLDGLDLISIWKSFKPRHKHSHYVWNRTELLALDPSRVDYLLGLFEPGDMQYELNRNNLTDPSLSEMVEVALRILTKNPKGFFLLVEGGRIDHGHHEGKAKQALHEAVEMDEAIGKAGTMTSQKDTLTVVTADHSHVFTFGGYTPRGNSIFGLAPMVSDTDKKPFTAILYGNGPGYKVVDGERENVSMVDYAHNNYQAQSAVPLRHETHGGEDVAVFAKGPMAHLLHGVHEQNYIPHVMAYASCIGANLDHCAWA.... The pIC50 is 2.8. (3) The compound is Cc1ncsc1C(=O)Nc1ccc(-n2nc(C(F)(F)F)cc2CF)cc1. The target protein (Q9BSW2) has sequence MAAPDGRVVSRPQRLGQGSGQGPKGSGACLHPLDSLEQKETQEQTSGQLVMLRKAQEFFQTCDAEGKGFIARKDMQRLHKELPLSLEELEDVFDALDADGNGYLTPQEFTTGFSHFFFSQNNPSQEDAGEQVAQRHEEKVYLSRGDEDLGDMGEDEEAQFRMLMDRLGAQKVLEDESDVKQLWLQLKKEEPHLLSNFEDFLTRIISQLQEAHEEKNELECALKRKIAAYDEEIQHLYEEMEQQIKSEKEQFLLKDTERFQARSQELEQKLLCKEQELEQLTQKQKRLEGQCTALHHDKHETKAENTKLKLTNQELARELERTSWELQDAQQQLESLQQEACKLHQEKEMEVYRVTESLQREKAGLLKQLDFLRCVGGHWPVLRAPPRSLGSEGPV. The pIC50 is 6.4. (4) The pIC50 is 7.0. The drug is Cc1ccncc1N1CCN(c2ccsc2)C1=O. The target protein (P05093) has sequence MWELVALLLLTLAYLFWPKRRCPGAKYPKSLLSLPLVGSLPFLPRHGHMHNNFFKLQKKYGPIYSVRMGTKTTVIVGHHQLAKEVLIKKGKDFSGRPQMATLDIASNNRKGIAFADSGAHWQLHRRLAMATFALFKDGDQKLEKIICQEISTLCDMLATHNGQSIDISFPVFVAVTNVISLICFNTSYKNGDPELNVIQNYNEGIIDNLSKDSLVDLVPWLKIFPNKTLEKLKSHVKIRNDLLNKILENYKEKFRSDSITNMLDTLMQAKMNSDNGNAGPDQDSELLSDNHILTTIGDIFGAGVETTTSVVKWTLAFLLHNPQVKKKLYEEIDQNVGFSRTPTISDRNRLLLLEATIREVLRLRPVAPMLIPHKANVDSSIGEFAVDKGTEVIINLWALHHNEKEWHQPDQFMPERFLNPAGTQLISPSVSYLPFGAGPRSCIGEILARQELFLIMAWLLQRFDLEVPDDGQLPSLEGIPKVVFLIDSFKVKIKVRQAWR.... (5) The small molecule is CCCCCCCCN(C)S(=O)(=O)NC(=O)Oc1c(C(C)(C)C)cc(C)cc1C(C)(C)C. The target protein (O70536) has sequence MVGEETSLRNRLSRSAENPEQDEAQKNLLDTHRNGHITMKQLIAKKRQLAAEAEELKPLFLKEVGCHFDDFVTNLIDKSASLDNGGCALTTFSILEEMKNNHRAKDLRAPPEQGKIFISRRSLLDELFEVDHIRTIYHMFIALLIIFILSTLVVDYIDEGRLVLEFSLLAYAFGQFPIVIWTWWAMFLSTLAIPYFLFQRWAHGYSKSSHPLIYSLIHGAFFLVFQLGILGFIPTYVVLAYTLPPASRFILILEQIRLVMKAHSYVRENVPRVLSAAKEKSSTVPVPTVNQYLYFLFAPTLIYRDSYPRTPTVRWGYVAMQFLQVFGCLFYVYYIFERLCAPLFRNIKQEPFSARVLVLCVFNSILPGVLMLFLSFFAFLHCWLNAFAEMLRFGDRMFYKDWWNSTSYSNYYRTWNVVVHDWLYYYVYKDLLWFFSKRFRPAAMLAVFALSAVVHEYALAVCLSYFYPVLFVLFMFFGMAFNFIVNDSRKRPVWNIMVRA.... The pIC50 is 4.7.